Dataset: Forward reaction prediction with 1.9M reactions from USPTO patents (1976-2016). Task: Predict the product of the given reaction. (1) Given the reactants CCN([CH:7]([CH3:9])C)C(C)C.[C:10]([OH:18])(=[O:17])[C:11]1C=CC=CC=1.[CH:19]1[CH:20]=[CH:21][C:22]2N(O)N=N[C:23]=2[CH:24]=1.CCN=C=NCCCN(C)C.Cl.C[N:42]([CH:44]=[O:45])C, predict the reaction product. The product is: [CH2:7]([O:18][C:10](=[O:17])[CH2:11][NH:42][C:44](=[O:45])[C:23]1[CH:22]=[CH:21][CH:20]=[CH:19][CH:24]=1)[CH3:9]. (2) Given the reactants Cl.[CH3:2][O:3][C:4]1[CH:13]=[C:12]2[C:7]([CH2:8][CH2:9][CH:10]([NH:14][CH2:15][CH2:16][CH3:17])[CH2:11]2)=[CH:6][CH:5]=1.C(N(CC)CC)C.[C:25]([O:29][C:30]([N:32]1[CH2:38][CH2:37][CH2:36][N:35]([CH2:39][CH2:40][CH2:41][CH:42]=O)[C:34](=[O:44])[CH2:33]1)=[O:31])([CH3:28])([CH3:27])[CH3:26].C(O[BH-](OC(=O)C)OC(=O)C)(=O)C.[Na+], predict the reaction product. The product is: [C:25]([O:29][C:30]([N:32]1[CH2:38][CH2:37][CH2:36][N:35]([CH2:39][CH2:40][CH2:41][CH2:42][N:14]([CH:10]2[CH2:9][CH2:8][C:7]3[C:12](=[CH:13][C:4]([O:3][CH3:2])=[CH:5][CH:6]=3)[CH2:11]2)[CH2:15][CH2:16][CH3:17])[C:34](=[O:44])[CH2:33]1)=[O:31])([CH3:28])([CH3:27])[CH3:26]. (3) The product is: [Cl:36][C:37]1[CH:42]=[C:41]([S:11][C:7]2[NH:8][C:9]3[C:5]([N:6]=2)=[C:4]([NH2:12])[N:3]=[C:2]([NH2:1])[N:10]=3)[CH:40]=[C:39]([Cl:44])[CH:38]=1. Given the reactants [NH2:1][C:2]1[N:10]=[C:9]2[C:5]([N:6]=[C:7]([SH:11])[NH:8]2)=[C:4]([NH2:12])[N:3]=1.CC1C=CC2C=CC3C=CC(C)=NC=3C=2N=1.O.O(C(C)(C)C)[Na].[Cl:36][C:37]1[CH:42]=[C:41](I)[CH:40]=[C:39]([Cl:44])[CH:38]=1, predict the reaction product. (4) Given the reactants Br[C:2]1[CH:19]=[CH:18][C:5]2[CH:6]3[CH2:17][CH:8]([C:9]4[S:13][C:12]([C:14]([NH2:16])=[O:15])=[N:11][C:10]=4[C:4]=2[CH:3]=1)[CH2:7]3.[CH3:20][C:21]1[O:25][N:24]=[C:23]([C@:26]([OH:30])([C:28]#[CH:29])[CH3:27])[CH:22]=1, predict the reaction product. The product is: [OH:30][C@:26]([C:23]1[CH:22]=[C:21]([CH3:20])[O:25][N:24]=1)([CH3:27])[C:28]#[C:29][C:2]1[CH:19]=[CH:18][C:5]2[CH:6]3[CH2:17][CH:8]([C:9]4[S:13][C:12]([C:14]([NH2:16])=[O:15])=[N:11][C:10]=4[C:4]=2[CH:3]=1)[CH2:7]3. (5) Given the reactants [C:1]([O:5][C:6]([N:8]([CH2:34][C@H:35]([OH:42])[C:36]1[CH:41]=[CH:40][CH:39]=[CH:38][CH:37]=1)[CH2:9][CH2:10][CH2:11][C:12]1[CH:17]=[CH:16][C:15]([C:18]2[CH:23]=[CH:22][C:21]([C:24]([OH:26])=O)=[C:20]([O:27][CH:28]3[CH2:33][CH2:32][CH2:31][CH2:30][CH2:29]3)[CH:19]=2)=[CH:14][CH:13]=1)=[O:7])([CH3:4])([CH3:3])[CH3:2].[CH2:43]([S:46]([NH2:49])(=[O:48])=[O:47])[CH2:44][CH3:45].N12CCCN=C1CCCCC2, predict the reaction product. The product is: [CH:28]1([O:27][C:20]2[CH:19]=[C:18]([C:15]3[CH:16]=[CH:17][C:12]([CH2:11][CH2:10][CH2:9][N:8]([CH2:34][C@H:35]([OH:42])[C:36]4[CH:37]=[CH:38][CH:39]=[CH:40][CH:41]=4)[C:6](=[O:7])[O:5][C:1]([CH3:3])([CH3:2])[CH3:4])=[CH:13][CH:14]=3)[CH:23]=[CH:22][C:21]=2[C:24]([NH:49][S:46]([CH2:43][CH2:44][CH3:45])(=[O:48])=[O:47])=[O:26])[CH2:29][CH2:30][CH2:31][CH2:32][CH2:33]1. (6) Given the reactants [CH2:1]([O:8][C:9]1[CH:14]=[CH:13][C:12]([C:15]#[N:16])=[CH:11][C:10]=1[CH2:17][C:18]([O:20][CH3:21])=[O:19])[C:2]1[CH:7]=[CH:6][CH:5]=[CH:4][CH:3]=1.CC(C)([O-])C.[K+].[CH2:28](Br)[C:29]1[CH:34]=[CH:33][CH:32]=[CH:31][CH:30]=1, predict the reaction product. The product is: [CH2:1]([O:8][C:9]1[CH:14]=[CH:13][C:12]([C:15]#[N:16])=[CH:11][C:10]=1[CH:17]([CH2:28][C:29]1[CH:34]=[CH:33][CH:32]=[CH:31][CH:30]=1)[C:18]([O:20][CH3:21])=[O:19])[C:2]1[CH:3]=[CH:4][CH:5]=[CH:6][CH:7]=1. (7) Given the reactants [NH2:1][C:2]1[C:10]2[N:9]=[CH:8][N:7]([CH3:11])[C:6]=2[CH:5]=[C:4]([Br:12])[CH:3]=1.[CH2:13]([C:15]1[CH:22]=[CH:21][CH:20]=[C:19]([CH3:23])[C:16]=1[CH2:17]Cl)[CH3:14].C(=O)([O-])[O-].[Na+].[Na+].[I-].[Na+], predict the reaction product. The product is: [Br:12][C:4]1[CH:3]=[C:2]([NH:1][CH2:17][C:16]2[C:19]([CH3:23])=[CH:20][CH:21]=[CH:22][C:15]=2[CH2:13][CH3:14])[C:10]2[N:9]=[CH:8][N:7]([CH3:11])[C:6]=2[CH:5]=1. (8) The product is: [CH:3]1([C:6]2[CH:7]=[CH:8][C:9]([CH2:10][OH:11])=[CH:12][CH:13]=2)[CH2:5][CH2:4]1. Given the reactants [BH4-].[Na+].[CH:3]1([C:6]2[CH:13]=[CH:12][C:9]([CH:10]=[O:11])=[CH:8][CH:7]=2)[CH2:5][CH2:4]1.Cl, predict the reaction product. (9) Given the reactants [CH3:1][C:2]1[S:6][C:5]([SH:7])=[N:4][N:3]=1.Br[CH2:9][C:10](=[O:16])[C:11]([O:13][CH2:14][CH3:15])=[O:12], predict the reaction product. The product is: [CH2:14]([O:13][C:11](=[O:12])[C:10](=[O:16])[CH2:9][S:7][C:5]1[S:6][C:2]([CH3:1])=[N:3][N:4]=1)[CH3:15]. (10) Given the reactants C1CCCC=1.[OH:6][C:7]([CH2:9][CH2:10][CH2:11][CH2:12][C@H:13]1[C@@H:21]2[C@@H:16]([NH:17][C:18]([NH:20]2)=[O:19])[CH2:15][S:14]1)=[O:8], predict the reaction product. The product is: [OH:8][C:7]([CH2:9][CH2:10][CH2:11][CH2:12][C@H:13]1[C@@H:21]2[C@@H:16]([NH:17][C:18]([NH:20]2)=[O:19])[CH2:15][S:14]1)=[O:6].